This data is from Peptide-MHC class I binding affinity with 185,985 pairs from IEDB/IMGT. The task is: Regression. Given a peptide amino acid sequence and an MHC pseudo amino acid sequence, predict their binding affinity value. This is MHC class I binding data. (1) The peptide sequence is VKIPTHRHI. The MHC is HLA-A32:01 with pseudo-sequence HLA-A32:01. The binding affinity (normalized) is 0. (2) The peptide sequence is FVRSSPANF. The MHC is HLA-A11:01 with pseudo-sequence HLA-A11:01. The binding affinity (normalized) is 0.0847.